This data is from Forward reaction prediction with 1.9M reactions from USPTO patents (1976-2016). The task is: Predict the product of the given reaction. The product is: [C:1]([C:3]1[C:33](=[O:34])[C@@H:32]([CH3:35])[C@@H:6]2[CH2:7][CH2:8][C:9]3[C:10]([C:16]4[CH:17]=[C:18]([C:22]5[CH:23]=[CH:24][C:25]([C:28]([NH2:43])=[O:30])=[CH:26][CH:27]=5)[CH:19]=[CH:20][CH:21]=4)=[N:11][C:12]([CH3:15])=[N:13][C:14]=3[C@@:5]2([C:36]2[CH:41]=[CH:40][CH:39]=[CH:38][CH:37]=2)[CH:4]=1)#[N:2]. Given the reactants [C:1]([C:3]1[C:33](=[O:34])[C@@H:32]([CH3:35])[C@@H:6]2[CH2:7][CH2:8][C:9]3[C:10]([C:16]4[CH:17]=[C:18]([C:22]5[CH:27]=[CH:26][C:25]([C:28]([O:30]C)=O)=[CH:24][CH:23]=5)[CH:19]=[CH:20][CH:21]=4)=[N:11][C:12]([CH3:15])=[N:13][C:14]=3[C@@:5]2([C:36]2[CH:41]=[CH:40][CH:39]=[CH:38][CH:37]=2)[CH:4]=1)#[N:2].[OH-].[NH4+:43], predict the reaction product.